From a dataset of Full USPTO retrosynthesis dataset with 1.9M reactions from patents (1976-2016). Predict the reactants needed to synthesize the given product. (1) Given the product [Cl:1][C:2]1[CH:10]=[CH:9][C:8]([C:11]2[C:12]([C@@H:23]([NH:33][C:34](=[O:50])[CH2:35][N:36]3[C:40]4[C:41]([F:45])([F:46])[C@@H:42]5[CH2:44][C@@H:43]5[C:39]=4[C:38]([C:47]([F:57])([F:48])[F:49])=[N:37]3)[CH2:24][C:25]3[CH:30]=[C:29]([F:31])[CH:28]=[C:27]([F:32])[CH:26]=3)=[N:13][C:14]([C:17]#[C:18][C:19]([OH:22])([CH3:20])[CH3:21])=[CH:15][CH:16]=2)=[C:7]2[C:3]=1[C:4]([NH:52][S:53]([CH3:56])(=[O:54])=[O:55])=[N:5][N:6]2[CH3:51], predict the reactants needed to synthesize it. The reactants are: [Cl:1][C:2]1[CH:10]=[CH:9][C:8]([C:11]2[C:12]([C@@H:23]([NH:33][C:34](=[O:50])[CH2:35][N:36]3[C:40]4[C:41]([F:46])([F:45])[C@@H:42]5[CH2:44][C@@H:43]5[C:39]=4[C:38]([CH:47]([F:49])[F:48])=[N:37]3)[CH2:24][C:25]3[CH:30]=[C:29]([F:31])[CH:28]=[C:27]([F:32])[CH:26]=3)=[N:13][C:14]([C:17]#[C:18][C:19]([OH:22])([CH3:21])[CH3:20])=[CH:15][CH:16]=2)=[C:7]2[C:3]=1[C:4]([NH:52][S:53]([CH3:56])(=[O:55])=[O:54])=[N:5][N:6]2[CH3:51].[F:57]C1(F)C2N(CC(O)=O)N=C(C(F)(F)F)C=2[C@H]2C[C@@H]12. (2) Given the product [Cl:1][C:2]1[C:20]([Cl:21])=[CH:19][C:5]([C:6]([NH:8][C:9]2[CH:14]=[CH:13][CH:12]=[C:11]([S:15](=[O:18])(=[O:17])[NH2:16])[CH:10]=2)=[O:7])=[C:4]([O:30][C:27]2[CH:28]=[CH:29][C:24]([F:23])=[CH:25][C:26]=2[O:31][CH3:32])[CH:3]=1, predict the reactants needed to synthesize it. The reactants are: [Cl:1][C:2]1[C:20]([Cl:21])=[CH:19][C:5]([C:6]([NH:8][C:9]2[CH:14]=[CH:13][CH:12]=[C:11]([S:15](=[O:18])(=[O:17])[NH2:16])[CH:10]=2)=[O:7])=[C:4](F)[CH:3]=1.[F:23][C:24]1[CH:29]=[CH:28][C:27]([OH:30])=[C:26]([O:31][CH3:32])[CH:25]=1.C([O-])([O-])=O.[K+].[K+]. (3) Given the product [Si:22]([O:21][CH2:20][C:19]([N:12]1[C:13]2[CH:18]=[CH:17][N:16]=[CH:15][C:14]=2[C:10]([C:8]([C:4]2[CH:3]=[C:2]([NH:1][C:40](=[O:41])[CH2:39][C:36]3[CH:37]=[CH:38][C:33]([C:31]#[N:32])=[CH:34][CH:35]=3)[CH:7]=[CH:6][N:5]=2)=[O:9])=[CH:11]1)([CH3:30])[CH3:29])([C:25]([CH3:28])([CH3:27])[CH3:26])([CH3:23])[CH3:24], predict the reactants needed to synthesize it. The reactants are: [NH2:1][C:2]1[CH:7]=[CH:6][N:5]=[C:4]([C:8]([C:10]2[C:14]3[CH:15]=[N:16][CH:17]=[CH:18][C:13]=3[N:12]([C:19]([CH3:30])([CH3:29])[CH2:20][O:21][Si:22]([C:25]([CH3:28])([CH3:27])[CH3:26])([CH3:24])[CH3:23])[CH:11]=2)=[O:9])[CH:3]=1.[C:31]([C:33]1[CH:38]=[CH:37][C:36]([CH2:39][C:40](O)=[O:41])=[CH:35][CH:34]=1)#[N:32]. (4) Given the product [Cl:35][C:29]1[CH:30]=[CH:31][CH:32]=[C:33]([Cl:34])[C:28]=1[C:27]([NH:26][C@H:25]([C:37]([O:39][CH3:40])=[O:38])[CH2:24][C:23]1[CH:41]=[CH:42][C:20]([O:19][CH2:18][CH2:17][CH2:16][NH:15][C:43]2[CH:48]=[CH:47][C:46]([CH3:49])=[CH:45][N:44]=2)=[CH:21][CH:22]=1)=[O:36], predict the reactants needed to synthesize it. The reactants are: C(O)(C(F)(F)F)=O.C(OC([N:15]([C:43]1[CH:48]=[CH:47][C:46]([CH3:49])=[CH:45][N:44]=1)[CH2:16][CH2:17][CH2:18][O:19][C:20]1[CH:42]=[CH:41][C:23]([CH2:24][C@@H:25]([C:37]([O:39][CH3:40])=[O:38])[NH:26][C:27](=[O:36])[C:28]2[C:33]([Cl:34])=[CH:32][CH:31]=[CH:30][C:29]=2[Cl:35])=[CH:22][CH:21]=1)=O)(C)(C)C. (5) Given the product [ClH:30].[O:1]=[C:2]1[CH2:7][CH2:6][N:5]([CH2:8][C:9]2[N:14]=[C:13]([NH:15][C:16]([NH:18][C:19]3[N:20]=[C:21]([C:24]4[CH:25]=[CH:26][N:27]=[CH:28][CH:29]=4)[S:22][CH:23]=3)=[O:17])[CH:12]=[CH:11][CH:10]=2)[CH2:4][CH2:3]1, predict the reactants needed to synthesize it. The reactants are: [O:1]=[C:2]1[CH2:7][CH2:6][N:5]([CH2:8][C:9]2[N:14]=[C:13]([NH:15][C:16]([NH:18][C:19]3[N:20]=[C:21]([C:24]4[CH:29]=[CH:28][N:27]=[CH:26][CH:25]=4)[S:22][CH:23]=3)=[O:17])[CH:12]=[CH:11][CH:10]=2)[CH2:4][CH2:3]1.[ClH:30]. (6) Given the product [CH3:38][O:37][C:35]([C:29]1[N:28]([C:26]([O:25][C:21]([CH3:24])([CH3:23])[CH3:22])=[O:27])[C:32]([CH2:33][N:18]2[CH2:19][CH2:20][CH:15]([O:14][CH:1]([C:8]3[CH:13]=[CH:12][CH:11]=[CH:10][CH:9]=3)[C:2]3[CH:3]=[CH:4][CH:5]=[CH:6][CH:7]=3)[CH2:16][CH2:17]2)=[CH:31][CH:30]=1)=[O:36], predict the reactants needed to synthesize it. The reactants are: [CH:1]([O:14][CH:15]1[CH2:20][CH2:19][NH:18][CH2:17][CH2:16]1)([C:8]1[CH:13]=[CH:12][CH:11]=[CH:10][CH:9]=1)[C:2]1[CH:7]=[CH:6][CH:5]=[CH:4][CH:3]=1.[C:21]([O:25][C:26]([N:28]1[C:32]([CH:33]=O)=[CH:31][CH:30]=[C:29]1[C:35]([O:37][CH3:38])=[O:36])=[O:27])([CH3:24])([CH3:23])[CH3:22].C(O[BH-](OC(=O)C)OC(=O)C)(=O)C.[Na+].